Task: Regression. Given two drug SMILES strings and cell line genomic features, predict the synergy score measuring deviation from expected non-interaction effect.. Dataset: NCI-60 drug combinations with 297,098 pairs across 59 cell lines Synergy scores: CSS=50.2, Synergy_ZIP=0.745, Synergy_Bliss=1.14, Synergy_Loewe=-12.9, Synergy_HSA=1.26. Cell line: SF-295. Drug 1: CC=C1C(=O)NC(C(=O)OC2CC(=O)NC(C(=O)NC(CSSCCC=C2)C(=O)N1)C(C)C)C(C)C. Drug 2: N.N.Cl[Pt+2]Cl.